Dataset: Catalyst prediction with 721,799 reactions and 888 catalyst types from USPTO. Task: Predict which catalyst facilitates the given reaction. (1) Reactant: [N+:1]([C:4]1[CH:5]=[C:6]([CH2:10][C:11]([OH:13])=[O:12])[CH:7]=[CH:8][CH:9]=1)([O-:3])=[O:2].[CH3:14][Si](C=[N+]=[N-])(C)C. Product: [N+:1]([C:4]1[CH:5]=[C:6]([CH2:10][C:11]([O:13][CH3:14])=[O:12])[CH:7]=[CH:8][CH:9]=1)([O-:3])=[O:2]. The catalyst class is: 275. (2) Reactant: [C:1]([NH:8][C@H:9]([C:18]([NH2:20])=[O:19])[CH2:10][C:11]1[CH:16]=[CH:15][C:14]([OH:17])=[CH:13][CH:12]=1)([O:3][C:4]([CH3:7])([CH3:6])[CH3:5])=[O:2].[C:21](OC(=O)C)(=[O:23])[CH3:22]. Product: [C:4]([O:3][C:1]([NH:8][C@H:9]([C:18](=[O:19])[NH2:20])[CH2:10][C:11]1[CH:12]=[CH:13][C:14]([O:17][C:21](=[O:23])[CH3:22])=[CH:15][CH:16]=1)=[O:2])([CH3:5])([CH3:7])[CH3:6]. The catalyst class is: 17.